Token-level Classification. Given an antigen amino acid sequence, predict which amino acid positions are active epitope sites capable of antibody binding. Output is a list of indices for active positions. From a dataset of B-cell epitopes from IEDB database with 3,159 antigens for binding position prediction. (1) Given the antigen sequence: MELFRGVLQVSSNVLDCANDNWWCSLLDLDTSDWEPLTHTNRLMAIYLSSVASKLDFTGGPLAGCLYFFQVECNKFEEGYHIHVVTGGPGLNPRNLTVCVEGLFNNVLYHLVTENVKLKFLPGMTTKGKYFRDGEQFIENYLMKKIPLNVVWCVTNIDGYIDTCISATFRRGACHAKKPRITTAINDTSSDAGESSGTGAEVVPFNGKGTKASIKFQTMVNWLCENRVFTEDKWKLVDFNQYTLLSSSHSGSFQIQSALKLAIYKATNLVPTSTFLLHTDFEQVMCIKDNKIVKLLLCQNYDPLLVGQHVLKWIDKKCGKKNTLWFYGPPSTGKTNLAMAIAKSVPVYGMVNWNNENFPFNDVAGKSLVVWDEGIIKSTIVEAAKAILGGQPTRVDQKMRGSVAVPGVPVVITSNGDITFVVSGNTTTTVHAKALKERMVKLNFTVRCSPDMGLLTEADVQQWLTWCNAQSWDHYENWAINYTFDFPGINADALHPDLQT..., which amino acid positions are active epitope sites? The epitope positions are: [512, 513, 514, 515, 516, 517, 518, 519, 520, 521, 522, 523, 524, 525, 526, 527, 528, 529]. The amino acids at these positions are: GGESSEELSESSFFNLIT. (2) Given the antigen sequence: MHPTLSWRHLPTRGGEPKRLRIPLSFASIAWFLTLTITPQASSKRLIDSSNPHRPLSLTWLIIDPDTGVTVNSTRGVAPRGTWWPELHFCLRLINPAVKSTPPNLVRSYGFYCCPGTEKEKYCGGSGESFCRRWSCVTSNDGDWKWPISLQDRVKFSFVNSGPGKYKVMKLYKDKSCSPSDLDYLKISFTEKGKQENIQKWINGMSWGIVFYKYGGGAGSTLTIRLRIETGTEPPVAVGPDKVLAEQGPPALEPPHNLPVPQLTSLRPDITQPPSNGTTGLIPTNTPRNSPGVPVKTGQRLFSLIQGAFQAINSTDPDATSSCWLCLSSGPPYYEGMAKEGKFNVTKEHRNQCTWGSRNKLTLTEVSGKGTCIGKAPPSHQHLCYSTVVYEQASENQYLVPGYNRWWACNTGLTPCVSTSVFNQSKDFCVMVQIIPRVYYHPEEVVLDEYDYRYNRPKREPVSLTLAVMLGLGTAVGVGTGTAALITGPQQLEKGLGELH..., which amino acid positions are active epitope sites? The epitope positions are: [250, 251, 252, 253, 254, 255, 256, 257, 258, 259, 260]. The amino acids at these positions are: ALEPPHNLPVP. (3) Given the antigen sequence: MTSVNSAEASTGAGGGGSNSVKSMWSEGATFSANSVTCTFSRQFLIPYDPEHHYKVFSPAASSCHNASGKEAKVCTISPIMGYSTPWRYLDFNALNLFFSPLEFQHLIENYGSIAPDALTVTISEIAVKDVTDKTGGGVQVTDSTTGRLCMLVDHEYKYPYVLGQGQDTLAPELPIWVYFPPQYAYLTVGDVNTQGISGDSKKLASEESAFYVLEHSSFQLLGTGGTATMSYKFPPVPPENLEGCSQHFYEMYNPLYGSRLGVPDTLGGDPKFRSLTHEDHAIQPQNFMPGPLVNSVSTKEGDSSSTGAGKALTGLSTGTSQNTRISLRPGPVSQPYHHWDTDKYVTGINAISHGQTTYGNAEDKEYQQGVGRFPNEKEQLKQLQGLNMHTYFPNKGTQQYTDQIERPLMVGSVWNRRALHYESQLWSKIPNLDDSFKTQFAALGGWGLHQPPPQIFLKILPPSGPIGGIKSMGITTLVQYAVGIMTVTMTFKLGPRKAT..., which amino acid positions are active epitope sites? The epitope positions are: [10, 11, 12, 13, 14, 15, 16, 17, 18, 19, 20, 21, 22, 23, 24, 25, 26, 27, 28, 29... (22 total positions)]. The amino acids at these positions are: TGAGGGGSNSVKSMWSEGATFS.